From a dataset of Full USPTO retrosynthesis dataset with 1.9M reactions from patents (1976-2016). Predict the reactants needed to synthesize the given product. (1) Given the product [C:12]([O:11][C:9](=[O:10])[N:48]([C:47]1[CH:50]=[CH:51][C:44]([C:39]2[CH:38]=[N:37][C:36]3[C:41](=[CH:42][CH:43]=[C:34]([O:33][CH2:32][CH2:31][O:30][Si:23]([C:26]([CH3:29])([CH3:28])[CH3:27])([CH3:25])[CH3:24])[CH:35]=3)[N:40]=2)=[CH:45][CH:46]=1)[CH3:49])([CH3:13])([CH3:14])[CH3:15], predict the reactants needed to synthesize it. The reactants are: [C:12]([O:11][C:9](O[C:9]([O:11][C:12]([CH3:15])([CH3:14])[CH3:13])=[O:10])=[O:10])([CH3:15])([CH3:14])[CH3:13].C(N(CC)CC)C.[Si:23]([O:30][CH2:31][CH2:32][O:33][C:34]1[CH:35]=[C:36]2[C:41](=[CH:42][CH:43]=1)[N:40]=[C:39]([C:44]1[CH:51]=[CH:50][C:47]([NH:48][CH3:49])=[CH:46][CH:45]=1)[CH:38]=[N:37]2)([C:26]([CH3:29])([CH3:28])[CH3:27])([CH3:25])[CH3:24]. (2) Given the product [CH2:19]([N:3]1[C:4]2[CH:10]=[CH:9][CH:8]=[CH:7][C:5]=2[N:6]=[C:2]1[Cl:1])[CH:18]=[CH2:17], predict the reactants needed to synthesize it. The reactants are: [Cl:1][C:2]1[NH:3][C:4]2[CH:10]=[CH:9][CH:8]=[CH:7][C:5]=2[N:6]=1.C(=O)([O-])[O-].[K+].[K+].[CH2:17](Br)[CH:18]=[CH2:19]. (3) Given the product [C:1]([NH:4][CH2:5][CH2:6][NH:7][C:8]([C:10]1[S:11][C:12]([C:15]2[N:20]=[C:19]([NH:21][C:22]3[CH:26]=[C:25]([CH:27]4[CH2:29][CH2:28]4)[N:24]([C:30](=[O:32])[CH3:31])[N:23]=3)[C:18]([C:42]#[C:41][Si:43]([CH3:46])([CH3:45])[CH3:44])=[CH:17][N:16]=2)=[CH:13][CH:14]=1)=[O:9])(=[O:3])[CH3:2], predict the reactants needed to synthesize it. The reactants are: [C:1]([NH:4][CH2:5][CH2:6][NH:7][C:8]([C:10]1[S:11][C:12]([C:15]2[N:20]=[C:19]([NH:21][C:22]3[CH:26]=[C:25]([CH:27]4[CH2:29][CH2:28]4)[N:24]([C:30](=[O:32])[CH3:31])[N:23]=3)[C:18](Br)=[CH:17][N:16]=2)=[CH:13][CH:14]=1)=[O:9])(=[O:3])[CH3:2].CCN(CC)CC.[C:41]([Si:43]([CH3:46])([CH3:45])[CH3:44])#[CH:42]. (4) Given the product [F:1][C:2]1[CH:11]=[CH:10][C:9]2[N:8]=[CH:7][C:6](=[O:12])[N:5]3[CH2:16][C:14]([OH:15])([C:17]([OH:19])=[O:18])[C:3]=1[C:4]=23, predict the reactants needed to synthesize it. The reactants are: [F:1][C:2]1[C:3]([C:14]2([C:17]([OH:19])=[O:18])[CH2:16][O:15]2)=[C:4]2[C:9](=[CH:10][CH:11]=1)[N:8]=[CH:7][C:6]([O:12]C)=[N:5]2.[OH-].[Li+]. (5) Given the product [F:30][C:28]([F:31])([F:29])[C:26]1[CH:25]=[C:5]([CH:4]=[C:3]([C:2]([F:33])([F:32])[F:1])[CH:27]=1)[CH2:6][N:7]1[CH2:13][CH2:12][C:11]2[N:10]([C:47]([CH2:46][CH2:45][N:39]3[CH2:44][CH2:43][O:42][CH2:41][CH2:40]3)=[N:49][N:50]=2)[CH:9]([CH2:15][C:16]2[CH:21]=[CH:20][C:19]([Cl:22])=[C:18]([Cl:23])[CH:17]=2)[C:8]1=[O:24], predict the reactants needed to synthesize it. The reactants are: [F:1][C:2]([F:33])([F:32])[C:3]1[CH:4]=[C:5]([CH:25]=[C:26]([C:28]([F:31])([F:30])[F:29])[CH:27]=1)[CH2:6][N:7]1[CH2:13][CH2:12][C:11](=S)[NH:10][CH:9]([CH2:15][C:16]2[CH:21]=[CH:20][C:19]([Cl:22])=[C:18]([Cl:23])[CH:17]=2)[C:8]1=[O:24].C(O)CCC.[N:39]1([CH2:45][CH2:46][C:47]([NH:49][NH2:50])=O)[CH2:44][CH2:43][O:42][CH2:41][CH2:40]1. (6) Given the product [CH3:30][O:29][C:22]1[CH:23]=[C:24]([O:27][CH3:28])[CH:25]=[CH:26][C:21]=1[C:20]1[C:14]2[O:13][CH:12]([CH2:11][NH2:10])[CH2:16][C:15]=2[CH:17]=[CH:18][CH:19]=1, predict the reactants needed to synthesize it. The reactants are: C(OC(=O)[NH:10][CH2:11][CH:12]1[CH2:16][C:15]2[CH:17]=[CH:18][CH:19]=[C:20]([C:21]3[CH:26]=[CH:25][C:24]([O:27][CH3:28])=[CH:23][C:22]=3[O:29][CH3:30])[C:14]=2[O:13]1)C1C=CC=CC=1. (7) Given the product [CH3:55][N:56]([CH3:60])[CH2:57][CH2:58][NH:59][C:49]([C:40]1[C:39]2[C:44](=[N:45][C:46]3[C:37]([N:38]=2)=[C:36]2[CH:52]=[CH:53][C:33]([S:30](=[O:32])(=[O:31])[N:29]([CH3:54])[CH3:28])=[CH:34][C:35]2=[CH:48][CH:47]=3)[CH:43]=[CH:42][CH:41]=1)=[O:51], predict the reactants needed to synthesize it. The reactants are: CN(C)S(C1C2=CC=C3C(N=C4C(C=CC=C4C(O)=O)=N3)=C2C=CC=1)(=O)=O.[CH3:28][N:29]([CH3:54])[S:30]([C:33]1[CH:53]=[CH:52][C:36]2=[C:37]3[C:46](=[CH:47][CH:48]=[C:35]2[CH:34]=1)[N:45]=[C:44]1[C:39]([C:40]([C:49]([OH:51])=O)=[CH:41][CH:42]=[CH:43]1)=[N:38]3)(=[O:32])=[O:31].[CH3:55][N:56]([CH3:60])[CH2:57][CH2:58][NH2:59]. (8) Given the product [F:1][C:2]1[CH:3]=[C:4]([NH:5][C:44]([C:41]2([CH3:47])[CH2:42][CH2:43][N:39]([C:36]3[CH:37]=[CH:38][C:33]([F:32])=[CH:34][CH:35]=3)[C:40]2=[O:48])=[O:45])[CH:6]=[CH:7][C:8]=1[O:9][C:10]1[C:19]2[C:14](=[CH:15][C:16]([O:22][CH2:23][CH2:24][CH2:25][N:26]3[CH2:31][CH2:30][O:29][CH2:28][CH2:27]3)=[C:17]([O:20][CH3:21])[CH:18]=2)[N:13]=[CH:12][CH:11]=1, predict the reactants needed to synthesize it. The reactants are: [F:1][C:2]1[CH:3]=[C:4]([CH:6]=[CH:7][C:8]=1[O:9][C:10]1[C:19]2[C:14](=[CH:15][C:16]([O:22][CH2:23][CH2:24][CH2:25][N:26]3[CH2:31][CH2:30][O:29][CH2:28][CH2:27]3)=[C:17]([O:20][CH3:21])[CH:18]=2)[N:13]=[CH:12][CH:11]=1)[NH2:5].[F:32][C:33]1[CH:38]=[CH:37][C:36]([N:39]2[CH2:43][CH2:42][C:41]([CH3:47])([C:44](O)=[O:45])[C:40]2=[O:48])=[CH:35][CH:34]=1.